From a dataset of Catalyst prediction with 721,799 reactions and 888 catalyst types from USPTO. Predict which catalyst facilitates the given reaction. (1) Reactant: [C:1]([O:5][C:6]([N:8]1[CH2:12][CH2:11][CH2:10][C@H:9]1COCC(O)=O)=[O:7])([CH3:4])([CH3:3])[CH3:2].ON1C2N=CC=CC=2N=N1.Cl.C(N=C=NCCCN(C)C)C.CN([C@@H](C(=O)NC)CC1C=CC=CC=1)C(=O)[C@H](NC)CC1C=CC2C(=CC=CC=2)C=1.C(N(C(C)C)CC)(C)C. Product: [C:1]([O:5][C:6]([N:8]1[CH2:12][CH2:11][CH2:10][CH2:9]1)=[O:7])([CH3:4])([CH3:2])[CH3:3]. The catalyst class is: 4. (2) Reactant: [CH:1](NC(C)C)(C)C.C([Li])CCC.C[Si](C=[N+]=[N-])(C)C.[NH2:20][C:21]1[C:26]([CH:27]=O)=[CH:25][CH:24]=[C:23]([CH2:29][O:30][CH3:31])[N:22]=1. Product: [C:27]([C:26]1[C:21]([NH2:20])=[N:22][C:23]([CH2:29][O:30][CH3:31])=[CH:24][CH:25]=1)#[CH:1]. The catalyst class is: 506.